From a dataset of Forward reaction prediction with 1.9M reactions from USPTO patents (1976-2016). Predict the product of the given reaction. (1) Given the reactants C([Li])CCC.Br[C:7]1[CH:15]=[CH:14][C:10]([C:11]([OH:13])=[O:12])=[CH:9][C:8]=1[CH3:16].[CH:17]([S:20]SCCC)([CH3:19])[CH3:18].Cl, predict the reaction product. The product is: [CH:17]([S:20][C:7]1[CH:15]=[CH:14][C:10]([C:11]([OH:13])=[O:12])=[CH:9][C:8]=1[CH3:16])([CH3:19])[CH3:18]. (2) Given the reactants [Br:1][C:2]1[CH:3]=[C:4]2[NH:11][C:10](=[O:12])[N:9]([C:13]([O:15][C:16]([CH3:19])([CH3:18])[CH3:17])=[O:14])[C:5]2=[N:6][C:7]=1[CH3:8].[H-].[Na+].Br[CH2:23][CH2:24][OH:25], predict the reaction product. The product is: [Br:1][C:2]1[CH:3]=[C:4]2[N:11]([CH2:23][CH2:24][OH:25])[C:10](=[O:12])[N:9]([C:13]([O:15][C:16]([CH3:19])([CH3:18])[CH3:17])=[O:14])[C:5]2=[N:6][C:7]=1[CH3:8].